This data is from Catalyst prediction with 721,799 reactions and 888 catalyst types from USPTO. The task is: Predict which catalyst facilitates the given reaction. (1) Reactant: [Br:1][C:2]1[S:6][C:5]([C:7]2[NH:11][N:10]=[N:9][N:8]=2)=[N:4][N:3]=1.C([O-])([O-])=O.[Cs+].[Cs+].Br[CH2:19][C:20]([O:22][CH2:23][CH3:24])=[O:21]. Product: [Br:1][C:2]1[S:6][C:5]([C:7]2[N:8]=[N:9][N:10]([CH2:19][C:20]([O:22][CH2:23][CH3:24])=[O:21])[N:11]=2)=[N:4][N:3]=1. The catalyst class is: 3. (2) Reactant: [NH2:1][C:2]1[N:6]([CH:7]2[CH2:9][CH2:8]2)[CH:5]=[N:4][C:3]=1[C:10]([O:12][CH2:13][CH3:14])=[O:11].[Cl:15][C:16]1[CH:21]=[CH:20][C:19]([N:22]=[C:23]=[S:24])=[CH:18][CH:17]=1. Product: [Cl:15][C:16]1[CH:21]=[CH:20][C:19]([NH:22][C:23]([NH:1][C:2]2[N:6]([CH:7]3[CH2:9][CH2:8]3)[CH:5]=[N:4][C:3]=2[C:10]([O:12][CH2:13][CH3:14])=[O:11])=[S:24])=[CH:18][CH:17]=1. The catalyst class is: 17. (3) Reactant: C([O:8][C:9]1[CH:14]=[C:13]([O:15]CC2C=CC=CC=2)[C:12]([CH:23]([CH3:25])[CH3:24])=[CH:11][C:10]=1[C:26]1[N:27]([C:32]2[CH:37]=[CH:36][C:35]([O:38][CH3:39])=[C:34]([N:40]([CH3:44])[CH2:41][CH2:42][CH3:43])[CH:33]=2)[C:28]([OH:31])=[N:29][N:30]=1)C1C=CC=CC=1. Product: [OH:31][C:28]1[N:27]([C:32]2[CH:37]=[CH:36][C:35]([O:38][CH3:39])=[C:34]([N:40]([CH3:44])[CH2:41][CH2:42][CH3:43])[CH:33]=2)[C:26]([C:10]2[CH:11]=[C:12]([CH:23]([CH3:24])[CH3:25])[C:13]([OH:15])=[CH:14][C:9]=2[OH:8])=[N:30][N:29]=1. The catalyst class is: 19. (4) Reactant: [Si]([O:8][CH2:9][CH2:10][O:11][C:12]1[CH:35]=[CH:34][C:15]([CH2:16][CH2:17][C:18]2[CH:19]=[N:20][C:21]3[C:26]([CH:27]=2)=[C:25]2[CH:28]=[CH:29][C:30]([CH3:32])=[CH:31][C:24]2=[N:23][C:22]=3[NH2:33])=[CH:14][CH:13]=1)(C(C)(C)C)(C)C.[F-].C([N+](CCCC)(CCCC)CCCC)CCC. Product: [NH2:33][C:22]1[C:21]2[N:20]=[CH:19][C:18]([CH2:17][CH2:16][C:15]3[CH:34]=[CH:35][C:12]([O:11][CH2:10][CH2:9][OH:8])=[CH:13][CH:14]=3)=[CH:27][C:26]=2[C:25]2[CH:28]=[CH:29][C:30]([CH3:32])=[CH:31][C:24]=2[N:23]=1. The catalyst class is: 355. (5) Reactant: [F:1][C:2]1[CH:3]=[C:4]([CH:6]=[C:7]([N+:9]([O-:11])=[O:10])[CH:8]=1)N.[CH3:12][S:13]SC.N(OCCC(C)C)=O.N#N. Product: [F:1][C:2]1[CH:3]=[C:4]([S:13][CH3:12])[CH:6]=[C:7]([N+:9]([O-:11])=[O:10])[CH:8]=1. The catalyst class is: 23. (6) Product: [N:1]([C@:4]1([CH2:36][OH:37])[O:8][C@@:7]([CH3:17])([N:9]2[CH:16]=[CH:15][C:13](=[O:14])[NH:12][C:10]2=[O:11])[C@H:6]([OH:18])[C@@H:5]1[OH:27])=[N+:2]=[N-:3]. Reactant: [N:1]([C@:4]1([CH2:36][O:37]C(=O)C2C=CC=CC=2)[O:8][C@@:7]([CH3:17])([N:9]2[CH:16]=[CH:15][C:13](=[O:14])[NH:12][C:10]2=[O:11])[C@:6](C(=O)C2C=CC=CC=2)([OH:18])[C@:5]1(C(=O)C1C=CC=CC=1)[OH:27])=[N+:2]=[N-:3]. The catalyst class is: 328. (7) The catalyst class is: 15. Reactant: [CH2:1]([O:3][C:4]1[CH:5]=[C:6]([CH:26]=[CH:27][CH:28]=1)[CH2:7][C:8]1[C:17]2[C:12](=[CH:13][C:14]([O:20][CH:21]([CH3:23])[CH3:22])=[C:15]([O:18][CH3:19])[CH:16]=2)[C:11]([CH:24]=[O:25])=[CH:10][N:9]=1)[CH3:2].[Se](=O)=[O:30].C(OCC)(=O)C.CCCCCC. Product: [CH2:1]([O:3][C:4]1[CH:5]=[C:6]([CH:26]=[CH:27][CH:28]=1)[C:7]([C:8]1[C:17]2[C:12](=[CH:13][C:14]([O:20][CH:21]([CH3:23])[CH3:22])=[C:15]([O:18][CH3:19])[CH:16]=2)[C:11]([CH:24]=[O:25])=[CH:10][N:9]=1)=[O:30])[CH3:2].